From a dataset of CYP2C19 inhibition data for predicting drug metabolism from PubChem BioAssay. Regression/Classification. Given a drug SMILES string, predict its absorption, distribution, metabolism, or excretion properties. Task type varies by dataset: regression for continuous measurements (e.g., permeability, clearance, half-life) or binary classification for categorical outcomes (e.g., BBB penetration, CYP inhibition). Dataset: cyp2c19_veith. The compound is Nc1[nH]nc2nc3ccccc3nc12. The result is 1 (inhibitor).